From a dataset of Forward reaction prediction with 1.9M reactions from USPTO patents (1976-2016). Predict the product of the given reaction. (1) Given the reactants C([N:8]1[CH2:12][CH2:11][C:10]([CH2:14][N:15]([CH3:29])[C:16]2[CH:28]=[CH:27][C:19]([C:20]([O:22][C:23]([CH3:26])([CH3:25])[CH3:24])=[O:21])=[CH:18][CH:17]=2)([OH:13])[CH2:9]1)C1C=CC=CC=1, predict the reaction product. The product is: [OH:13][C:10]1([CH2:14][N:15]([CH3:29])[C:16]2[CH:28]=[CH:27][C:19]([C:20]([O:22][C:23]([CH3:24])([CH3:25])[CH3:26])=[O:21])=[CH:18][CH:17]=2)[CH2:11][CH2:12][NH:8][CH2:9]1. (2) Given the reactants [CH2:1]([C:4]1([N:17]([CH2:22][C:23]2[CH:31]=[CH:30][CH:29]=[C:28]3[C:24]=2[CH:25]=[CH:26][N:27]3[S:32]([C:35]2[CH:41]=[CH:40][C:38]([CH3:39])=[CH:37][CH:36]=2)(=[O:34])=[O:33])[C:18](=[O:21])C=C)[CH2:9][CH2:8][N:7]([C:10]([O:12][C:13]([CH3:16])([CH3:15])[CH3:14])=[O:11])[CH2:6][CH2:5]1)[CH:2]=[CH2:3], predict the reaction product. The product is: [O:21]=[C:18]1[CH:3]=[CH:2][CH2:1][C:4]2([CH2:9][CH2:8][N:7]([C:10]([O:12][C:13]([CH3:14])([CH3:16])[CH3:15])=[O:11])[CH2:6][CH2:5]2)[N:17]1[CH2:22][C:23]1[CH:31]=[CH:30][CH:29]=[C:28]2[C:24]=1[CH:25]=[CH:26][N:27]2[S:32]([C:35]1[CH:41]=[CH:40][C:38]([CH3:39])=[CH:37][CH:36]=1)(=[O:34])=[O:33]. (3) Given the reactants [CH2:1]([C:4]1[CH:5]=[N:6][C:7]2[N:8]([N:11]=[C:12]([C:21]3[CH:26]=[CH:25][CH:24]=[CH:23][C:22]=3[Cl:27])[C:13]=2[C:14]2[CH:19]=[CH:18][C:17]([Cl:20])=[CH:16][CH:15]=2)[C:9]=1[OH:10])[CH:2]=[CH2:3].[I:28]N1C(=O)CCC1=O, predict the reaction product. The product is: [Cl:27][C:22]1[CH:23]=[CH:24][CH:25]=[CH:26][C:21]=1[C:12]1[C:13]([C:14]2[CH:19]=[CH:18][C:17]([Cl:20])=[CH:16][CH:15]=2)=[C:7]2[N:8]([C:9]3[O:10][CH:2]([CH2:3][I:28])[CH2:1][C:4]=3[CH:5]=[N:6]2)[N:11]=1. (4) The product is: [F:7][C:8]1[CH:16]=[C:12]([C:13]([OH:15])=[O:14])[C:11]([SH:1])=[CH:10][CH:9]=1. Given the reactants [S-2:1].[Na+].[Na+].[S].[OH-].[Na+].[F:7][C:8]1[CH:16]=[C:12]([C:13]([OH:15])=[O:14])[C:11](N)=[CH:10][CH:9]=1.Cl.N([O-])=O.[Na+].N([O-])=O, predict the reaction product. (5) Given the reactants [OH:1][CH:2]1[CH:7]2[CH2:8][CH2:9][N:4]([CH2:5][CH2:6]2)[CH2:3]1.[I:10][C:11]1[CH:16]=[CH:15][C:14]([C:17]2[CH:22]=[CH:21][C:20](O)=[CH:19][CH:18]=2)=[CH:13][CH:12]=1, predict the reaction product. The product is: [I:10][C:11]1[CH:12]=[CH:13][C:14]([C:17]2[CH:22]=[CH:21][C:20]([O:1][CH:2]3[CH:7]4[CH2:8][CH2:9][N:4]([CH2:5][CH2:6]4)[CH2:3]3)=[CH:19][CH:18]=2)=[CH:15][CH:16]=1. (6) Given the reactants [NH2:1][C@H:2]1[CH2:7][CH2:6][C@H:5]([OH:8])[CH2:4][CH2:3]1.C([O-])(O)=O.[Na+].[Br:14][C:15]1[N:19]2[N:20]=[C:21](Cl)[CH:22]=[CH:23][C:18]2=[N:17][CH:16]=1, predict the reaction product. The product is: [Br:14][C:15]1[N:19]2[N:20]=[C:21]([NH:1][CH:2]3[CH2:7][CH2:6][CH:5]([OH:8])[CH2:4][CH2:3]3)[CH:22]=[CH:23][C:18]2=[N:17][CH:16]=1. (7) The product is: [CH3:30][O:29][C:26]1[CH:27]=[CH:28][C:21]2[NH:20][C:19](=[O:31])[N:18]([CH:15]3[CH2:14][CH2:13][N:12]([C:8]4[N:9]=[CH:10][N:11]=[C:6]([O:5][C:4]5[CH:32]=[C:33]([CH3:36])[C:34]6[N:35]=[C:40]([CH2:39][C:37]#[N:38])[NH:1][C:2]=6[CH:3]=5)[CH:7]=4)[CH2:17][CH2:16]3)[CH2:24][CH2:23][C:22]=2[CH:25]=1. Given the reactants [NH2:1][C:2]1[CH:3]=[C:4]([CH:32]=[C:33]([CH3:36])[C:34]=1[NH2:35])[O:5][C:6]1[N:11]=[CH:10][N:9]=[C:8]([N:12]2[CH2:17][CH2:16][CH:15]([N:18]3[CH2:24][CH2:23][C:22]4[CH:25]=[C:26]([O:29][CH3:30])[CH:27]=[CH:28][C:21]=4[NH:20][C:19]3=[O:31])[CH2:14][CH2:13]2)[CH:7]=1.[C:37]([CH2:39][C:40](O)=O)#[N:38].CN(C(ON1N=NC2C=CC=CC1=2)=[N+](C)C)C.[B-](F)(F)(F)F.C(O)(=O)C, predict the reaction product. (8) Given the reactants [OH:1][CH2:2][C@H:3]1[O:8][C:7]([CH3:10])([CH3:9])[O:6][C@@H:5]([CH2:11][C:12]([N:14]([O:16][CH3:17])[CH3:15])=[O:13])[CH2:4]1.C(=O)(O)[O-].[Na+].[Br-].[K+].Cl[O-].[Na+].S([O-])([O-])=O.[Na+].[Na+], predict the reaction product. The product is: [CH:2]([C@H:3]1[O:8][C:7]([CH3:9])([CH3:10])[O:6][C@@H:5]([CH2:11][C:12]([N:14]([O:16][CH3:17])[CH3:15])=[O:13])[CH2:4]1)=[O:1].